Dataset: Full USPTO retrosynthesis dataset with 1.9M reactions from patents (1976-2016). Task: Predict the reactants needed to synthesize the given product. The reactants are: [F:1][C:2]1[CH:7]=[CH:6][CH:5]=[CH:4][C:3]=1[C:8](=O)[CH2:9][CH:10]([C:13]#[N:14])[C:11]#[N:12].[ClH:16].C(OCC)(=O)C. Given the product [Cl:16][C:11]1[NH:12][C:8]([C:3]2[CH:4]=[CH:5][CH:6]=[CH:7][C:2]=2[F:1])=[CH:9][C:10]=1[C:13]#[N:14], predict the reactants needed to synthesize it.